From a dataset of Reaction yield outcomes from USPTO patents with 853,638 reactions. Predict the reaction yield, written as a fraction of the theoretical maximum amount of product (1.0 means a 100% yield; for example, 0.34 means a 34% yield). (1) The reactants are [Cl:1][C:2]1[CH:7]=[CH:6][C:5]([C:8]2[C:14]3[CH:15]=[C:16]([O:19][CH3:20])[CH:17]=[CH:18][C:13]=3[N:12]3[C:21]([CH3:24])=[N:22][N:23]=[C:11]3[C@H:10]([CH2:25][C:26]([O:28]C)=[O:27])[N:9]=2)=[CH:4][CH:3]=1.[OH-].[Na+]. The catalyst is C1COCC1. The product is [Cl:1][C:2]1[CH:7]=[CH:6][C:5]([C:8]2[C:14]3[CH:15]=[C:16]([O:19][CH3:20])[CH:17]=[CH:18][C:13]=3[N:12]3[C:21]([CH3:24])=[N:22][N:23]=[C:11]3[C@H:10]([CH2:25][C:26]([OH:28])=[O:27])[N:9]=2)=[CH:4][CH:3]=1. The yield is 0.980. (2) The reactants are Br[C:2]1[CH:18]=[CH:17][C:5]2[N:6]([C:10]([O:12][C:13]([CH3:16])([CH3:15])[CH3:14])=[O:11])[C:7]([CH3:9])=[N:8][C:4]=2[CH:3]=1.[CH3:19][C:20]1([CH3:36])[C:24]([CH3:26])([CH3:25])[O:23][B:22]([B:22]2[O:23][C:24]([CH3:26])([CH3:25])[C:20]([CH3:36])([CH3:19])[O:21]2)[O:21]1.CC([O-])=O.[K+]. The catalyst is O1CCOCC1.C1C=CC(P(C2C=CC=CC=2)[C-]2C=CC=C2)=CC=1.C1C=CC(P(C2C=CC=CC=2)[C-]2C=CC=C2)=CC=1.Cl[Pd]Cl.[Fe+2]. The product is [CH3:9][C:7]1[N:6]([C:10]([O:12][C:13]([CH3:16])([CH3:15])[CH3:14])=[O:11])[C:5]2[CH:17]=[CH:18][C:2]([B:22]3[O:23][C:24]([CH3:26])([CH3:25])[C:20]([CH3:36])([CH3:19])[O:21]3)=[CH:3][C:4]=2[N:8]=1. The yield is 0.620. (3) The product is [CH3:18][O:17][C:15]([C:12]1[CH:13]=[CH:14][C:9]2[N:10]([C:6]([CH2:2][C:3]([OH:5])=[O:4])([C:19]3[CH:20]=[CH:21][C:22]([CH3:25])=[CH:23][CH:24]=3)[CH2:7][N:8]=2)[CH:11]=1)=[O:16]. The yield is 0.970. The catalyst is C(O)=O.[Pd]. The reactants are O[CH:2]([C:6]1([C:19]2[CH:24]=[CH:23][C:22]([CH3:25])=[CH:21][CH:20]=2)[N:10]2[CH:11]=[C:12]([C:15]([O:17][CH3:18])=[O:16])[CH:13]=[CH:14][C:9]2=[N:8][CH2:7]1)[C:3]([OH:5])=[O:4].